From a dataset of Catalyst prediction with 721,799 reactions and 888 catalyst types from USPTO. Predict which catalyst facilitates the given reaction. (1) Reactant: [C:1]([C:5]1[CH:9]=[C:8]([NH:10][C:11]([NH:13][C:14]2[C:23]3[C:18](=[CH:19][CH:20]=[CH:21][CH:22]=3)[CH:17]=[CH:16][CH:15]=2)=[O:12])[N:7]([C:24]2[CH:29]=[CH:28][C:27]([OH:30])=[CH:26][CH:25]=2)[N:6]=1)([CH3:4])([CH3:3])[CH3:2].[CH3:31][O:32][C:33](=[O:36])[CH2:34]Cl. Product: [C:1]([C:5]1[CH:9]=[C:8]([NH:10][C:11]([NH:13][C:14]2[C:23]3[C:18](=[CH:19][CH:20]=[CH:21][CH:22]=3)[CH:17]=[CH:16][CH:15]=2)=[O:12])[N:7]([C:24]2[CH:29]=[CH:28][C:27]([O:30][CH2:34][C:33]([O:32][CH3:31])=[O:36])=[CH:26][CH:25]=2)[N:6]=1)([CH3:4])([CH3:2])[CH3:3]. The catalyst class is: 10. (2) Reactant: [Cl:1][C:2]1[CH:3]=[CH:4][C:5]2[N:11]3[C:12]([CH:15]([CH3:17])[CH3:16])=[N:13][N:14]=[C:10]3[CH:9]([CH2:18][C:19]3[S:20][C:21]([CH2:24][CH2:25][C:26]([O:28]C)=[O:27])=[CH:22][N:23]=3)[CH2:8][CH:7]([C:30]3[CH:35]=[CH:34][CH:33]=[C:32]([O:36][CH3:37])[C:31]=3[O:38][CH3:39])[C:6]=2[CH:40]=1.C(=O)([O-])[O-].[K+].[K+].Cl. Product: [Cl:1][C:2]1[CH:3]=[CH:4][C:5]2[N:11]3[C:12]([CH:15]([CH3:16])[CH3:17])=[N:13][N:14]=[C:10]3[CH:9]([CH2:18][C:19]3[S:20][C:21]([CH2:24][CH2:25][C:26]([OH:28])=[O:27])=[CH:22][N:23]=3)[CH2:8][CH:7]([C:30]3[CH:35]=[CH:34][CH:33]=[C:32]([O:36][CH3:37])[C:31]=3[O:38][CH3:39])[C:6]=2[CH:40]=1. The catalyst class is: 193. (3) The catalyst class is: 7. Reactant: [NH2:1][C@H:2]([C:11]([O:13][CH:14]([CH3:16])[CH3:15])=[O:12])[CH2:3][C:4]1[CH:9]=[CH:8][C:7]([OH:10])=[CH:6][CH:5]=1.[C:17](O[C:17]([O:19][C:20]([CH3:23])([CH3:22])[CH3:21])=[O:18])([O:19][C:20]([CH3:23])([CH3:22])[CH3:21])=[O:18].C(N(CC)CC)C. Product: [C:20]([O:19][C:17]([NH:1][C@H:2]([C:11]([O:13][CH:14]([CH3:16])[CH3:15])=[O:12])[CH2:3][C:4]1[CH:9]=[CH:8][C:7]([OH:10])=[CH:6][CH:5]=1)=[O:18])([CH3:23])([CH3:22])[CH3:21]. (4) Reactant: C(OC(=O)[NH:7][CH2:8][CH2:9][CH2:10][CH2:11][CH2:12][C:13](=[O:21])[NH:14][C:15]1[CH:16]=[N:17][CH:18]=[CH:19][CH:20]=1)(C)(C)C.[ClH:23]. Product: [ClH:23].[ClH:23].[NH2:7][CH2:8][CH2:9][CH2:10][CH2:11][CH2:12][C:13]([NH:14][C:15]1[CH:16]=[N:17][CH:18]=[CH:19][CH:20]=1)=[O:21]. The catalyst class is: 135. (5) Reactant: CON(C)[C:4]([C:6]1([NH:9][C:10](=[O:16])[O:11][C:12]([CH3:15])([CH3:14])[CH3:13])[CH2:8][CH2:7]1)=[O:5].C[Si]([C:22]#[CH:23])(C)C.[NH4+].[Cl-]. Product: [C:4]([C:6]1([NH:9][C:10](=[O:16])[O:11][C:12]([CH3:13])([CH3:14])[CH3:15])[CH2:7][CH2:8]1)(=[O:5])[C:22]#[CH:23]. The catalyst class is: 1. (6) Reactant: [NH2:1][CH2:2][CH2:3][CH2:4][C:5]1[C:10]([C@H:11]2[CH2:15][CH2:14][CH2:13][N:12]2[C:16]2[CH:21]=[CH:20][N:19]3[N:22]=[CH:23][C:24]([C:25]([OH:27])=O)=[C:18]3[N:17]=2)=[CH:9][C:8]([F:28])=[CH:7][N:6]=1.CN(C(ON1N=NC2C=CC=NC1=2)=[N+](C)C)C.F[P-](F)(F)(F)(F)F.C(N(C(C)C)C(C)C)C. Product: [F:28][C:8]1[CH:9]=[C:10]2[C:5](=[N:6][CH:7]=1)[CH2:4][CH2:3][CH2:2][NH:1][C:25](=[O:27])[C:24]1=[C:18]3[N:17]=[C:16]([CH:21]=[CH:20][N:19]3[N:22]=[CH:23]1)[N:12]1[C@@H:11]2[CH2:15][CH2:14][CH2:13]1. The catalyst class is: 3.